From a dataset of Peptide-MHC class II binding affinity with 134,281 pairs from IEDB. Regression. Given a peptide amino acid sequence and an MHC pseudo amino acid sequence, predict their binding affinity value. This is MHC class II binding data. The peptide sequence is IIFIFRRDLLCPLGAL. The MHC is DRB1_0101 with pseudo-sequence DRB1_0101. The binding affinity (normalized) is 0.515.